From a dataset of Drug-target binding data from BindingDB using IC50 measurements. Regression. Given a target protein amino acid sequence and a drug SMILES string, predict the binding affinity score between them. We predict pIC50 (pIC50 = -log10(IC50 in M); higher means more potent). Dataset: bindingdb_ic50. (1) The drug is CC[C@H](C)[C@H]1O[C@]2(CC[C@@H]1C)C[C@@H]1C[C@@H](C/C=C(\C)[C@@H](O[C@H]3C[C@H](OC)[C@@H](O[C@H]4C[C@H](OC)[C@@H](O)[C@H](C)O4)[C@H](C)O3)[C@@H](C)/C=C/C=C3\CO[C@@H]4[C@H](O)C(C)=C[C@@H](C(=O)O1)[C@]34O)O2. The target protein (Q64578) has sequence MEAAHSKSTEECLSYFGVSETTGLTPDQVKRHLEKYGPNELPAEEGKSLWELVVEQFEDLLVRILLLAACISFVLAWFEEGEETVTAFVEPFVILLILIANAIVGVWQERNAENAIEALKEYEPEMGKVYRADRKSVQRIKARDIVPGDIVEVAVGDKVPADIRILSIKSTTLRVDQSILTGESVSVIKHTDPVPDPRAVNQDKKNMLFSGTNIAAGKAVGIVATTGVSTEIGKIRDQMAATEQDKTPLQQKLDEFGEQLSKVISLICVAVWLINIGHFNDPVHGGSWFRGAIYYFKIAVALAVAAIPEGLPAVITTCLALGTRRMAKKNAIVRSLPSVETLGCTSVICSDKTGTLTTNQMSVCKMFIIDKVDGDICSLNEFSITGSTYAPEGEVLKNDKPVRAGQYDGLVELATICALCNDSSLDFNETKGVYEKVGEATETALTTLVEKMNVFNTEVRSLSKVERANACNSVIRQLMKKEFTLEFSRDRKSMSVYCSP.... The pIC50 is 4.8. (2) The small molecule is Cc1cnn2cc(-c3cnn(C(C)(C)C)c3)nc(O[C@H](C)[C@H]3CNC(=O)C3)c12. The target protein sequence is MAQKENSYPWPYGRQTAPSGLSTLPQRVLRKEPVTPSALVLMSRSNVQPTAAPGQKVMENSSGTPDILTRHFTIDDFEIGRPLGKGKFGNVYLAREKKSHFIVALKVLFKSQIEKEGVEHQLRREIEIQAHLHHPNILRLYNYFYDRRRIYLILEYAPRGELYKELQKSCTFDEQRTATIMEELADALMYCHGKKVIHRDIKPENLLLGLKGELKIADFGWSVHAPSLRRKTMCGTLDYLPPEMIEGRMHNEKVDLWCIGVLCYELLVGNPPFESASHNETYRRIVKVDLKFPASVPMGAQDLISKLLRHNPSERLPLAQVSAHPWVRANSRRVLPPSALQ. The pIC50 is 6.8.